Task: Predict the reaction yield, written as a fraction of the theoretical maximum amount of product (1.0 means a 100% yield; for example, 0.34 means a 34% yield).. Dataset: Reaction yield outcomes from USPTO patents with 853,638 reactions (1) The reactants are [Cl:1][C:2]1[N:6]2[CH:7]=[C:8]([CH:15]3[CH2:19][CH2:18][CH2:17][O:16]3)[CH:9]=[C:10]([C:11]([F:14])([F:13])[F:12])[C:5]2=[N:4][C:3]=1[C:20](OC)=[O:21].[OH-].[Na+].Cl.S(Cl)(Cl)=O.C(N(C(C)C)C(C)C)C.Cl.[NH:41]1[CH2:46][CH2:45][CH:44]([N:47]2[CH2:51][CH2:50][O:49][C:48]2=[O:52])[CH2:43][CH2:42]1. The catalyst is O1CCCC1.ClCCl.O. The product is [Cl:1][C:2]1[N:6]2[CH:7]=[C:8]([CH:15]3[CH2:19][CH2:18][CH2:17][O:16]3)[CH:9]=[C:10]([C:11]([F:13])([F:14])[F:12])[C:5]2=[N:4][C:3]=1[C:20]([N:41]1[CH2:42][CH2:43][CH:44]([N:47]2[CH2:51][CH2:50][O:49][C:48]2=[O:52])[CH2:45][CH2:46]1)=[O:21]. The yield is 0.550. (2) The reactants are [OH:1][C:2]1([CH3:20])[CH2:9][CH2:8][CH2:7][CH2:6][N:5](C(OCC2C=CC=CC=2)=O)[CH2:4][CH2:3]1. The catalyst is CO.[OH-].[OH-].[Pd+2]. The product is [CH3:20][C:2]1([OH:1])[CH2:9][CH2:8][CH2:7][CH2:6][NH:5][CH2:4][CH2:3]1. The yield is 0.814. (3) The reactants are [C:1]([C:3]1[C:4]([NH2:10])=[N:5][C:6]([NH2:9])=[CH:7][CH:8]=1)#[CH:2].[C:11](Cl)(=[N:13][OH:14])[CH3:12].[O:16]([C:23]1[CH:28]=[CH:27][CH:26]=[CH:25][CH:24]=1)[C:17]1[CH:22]=[CH:21][CH:20]=[CH:19][CH:18]=1.C(N(CC)CC)C. The catalyst is O1CCCC1. The product is [O:16]([C:23]1[CH:24]=[CH:25][C:26]([CH2:12][C:11]2[CH:2]=[C:1]([C:3]3[C:4]([NH2:10])=[N:5][C:6]([NH2:9])=[CH:7][CH:8]=3)[O:14][N:13]=2)=[CH:27][CH:28]=1)[C:17]1[CH:22]=[CH:21][CH:20]=[CH:19][CH:18]=1. The yield is 0.680. (4) The reactants are [CH2:1]([O:3][C:4]([CH:6]1[CH2:11][NH:10][CH2:9][CH2:8][N:7]1[S:12]([C:15]1[CH:20]=[CH:19][C:18]([F:21])=[CH:17][CH:16]=1)(=[O:14])=[O:13])=[O:5])[CH3:2].[C:22](=O)([O-])[O-].[K+].[K+].IC. The catalyst is CN(C=O)C.CCOCC. The product is [CH2:1]([O:3][C:4]([CH:6]1[CH2:11][N:10]([CH3:22])[CH2:9][CH2:8][N:7]1[S:12]([C:15]1[CH:16]=[CH:17][C:18]([F:21])=[CH:19][CH:20]=1)(=[O:13])=[O:14])=[O:5])[CH3:2]. The yield is 0.910. (5) The reactants are [CH3:1][O:2][C:3]1[CH:4]=[C:5]2[C:9](=[CH:10][CH:11]=1)[C:8](=[O:12])[CH2:7][CH2:6]2.[N-:13]=[N+]=[N-].[Na+]. The yield is 0.270. The catalyst is CS(O)(=O)=O. The product is [CH3:1][O:2][C:3]1[CH:4]=[C:5]2[C:9](=[CH:10][CH:11]=1)[C:8](=[O:12])[NH:13][CH2:7][CH2:6]2. (6) The reactants are [N:1]12[CH2:8][CH2:7][C:4]([C:9]([C:17]3[CH:22]=[CH:21][CH:20]=[CH:19][CH:18]=3)([C:11]3[CH:16]=[CH:15][CH:14]=[CH:13][CH:12]=3)[OH:10])([CH2:5][CH2:6]1)[CH2:3][CH2:2]2.[CH3:23][O:24][CH2:25][CH2:26][CH2:27][Br:28]. The catalyst is CC#N. The product is [Br-:28].[OH:10][C:9]([C:17]1[CH:22]=[CH:21][CH:20]=[CH:19][CH:18]=1)([C:11]1[CH:12]=[CH:13][CH:14]=[CH:15][CH:16]=1)[C:4]12[CH2:5][CH2:6][N+:1]([CH2:27][CH2:26][CH2:25][O:24][CH3:23])([CH2:2][CH2:3]1)[CH2:8][CH2:7]2. The yield is 0.860. (7) The reactants are [CH3:1][N:2]1[C:6]([C:7]2(O)[CH2:13][CH2:12][CH:11]=[CH:10][CH2:9][CH2:8]2)=[C:5]([N+:15]([O-:17])=[O:16])[CH:4]=[N:3]1.COCCN(S(F)(F)F)CCOC.C([O-])(O)=O.[Na+]. The catalyst is C(Cl)Cl.C1COCC1. The product is [C:7]1([C:6]2[N:2]([CH3:1])[N:3]=[CH:4][C:5]=2[N+:15]([O-:17])=[O:16])=[CH:8][CH2:9][CH:10]=[CH:11][CH2:12][CH2:13]1. The yield is 0.420.